From a dataset of Drug-target binding data from BindingDB using Ki measurements. Regression. Given a target protein amino acid sequence and a drug SMILES string, predict the binding affinity score between them. We predict pKi (pKi = -log10(Ki in M); higher means stronger inhibition). Dataset: bindingdb_ki. (1) The compound is Cc1c(F)c(N2CCNC(C)C2)cc2c1c(=O)c(C(=O)O[C@@H]1O[C@H](C(=O)O)[C@@H](O)[C@H](O)[C@H]1O)cn2C1CC1. The target protein (Q63120) has sequence MDKFCNSTFWDLSLLESPEADLPLCFEQTVLVWIPLGFLWLLAPWQLYSVYRSRTKRSSITKFYLAKQVFVVFLLILAAIDLSLALTEDTGQATVPPVRYTNPILYLCTWLLVLAVQHSRQWCVRKNSWFLSLFWILSVLCGVFQFQTLIRALLKDSKSNMAYSYLFFVSYGFQIVLLILTAFSGPSDSTQTPSVTASFLSSITFSWYDRTVLKGYKHPLTLEDVWDIDEGFKTRSVTSKFEAAMTKDLQKARQAFQRRLQKSQRKPEATLHGLNKKQSQSQDVLVLEEAKKKSEKTTKDYPKSWLIKSLFKTFHVVILKSFILKLIHDLLVFLNPQLLKLLIGFVKSSNSYVWFGYICAILMFAVTLIQSFCLQSYFQHCFVLGMCVRTTVMSSIYKKALTLSNLARKQYTIGETVNLMSVDSQKLMDATNYMQLVWSSVIQITLSIFFLWRELGPSILAGVGVMVLLIPVNGVLATKIRNIQVQNMKNKDKRLKIMNE.... The pKi is 5.0. (2) The target protein (P07382) has sequence MSRAAARFKIPMPETKADFAFPSLRAFSIVVALDMQHGIGDGESIPWRVPEDMTFFKNQTTLLRNKKPPTEKKRNAVVMGRKTWESVPVKFRPLKGRLNIVLSSKATVEELLAPLPEGQRAAAAQDVVVVNGGLAEALRLLARPLYCSSIETAYCVGGAQVYADAMLSPCIEKLQEVYLTRIYATAPACTRFFPFPPENAATAWDLASSQGRRKSEAEGLEFEICKYVPRNHEERQYLELIDRIMKTGIVKEDRTGVGTISLFGAQMRFSLRDNRLPLLTTKRVFWRGVCEELLWFLRGETSAQLLADKDIHIWDGNGSREFLDSRGLTENKEMDLGPVYGFQWRHFGADYKGFEANYDGEGVDQIKLIVETIKTNPNDRRLLVTAWNPCALQKMALPPCHLLAQFYVNTDTSELSCMLYQRSCDMGLGVPFNIASYALLTILIAKATGLRPGELVHTLGDAHVYRNHVDALKAQLERVPHAFPTLIFKEERQYLEDYEL.... The small molecule is C#CCN(Cc1ccc2nc(N)[nH]c(=O)c2c1)c1ccc(C(=O)N[C@@H](CCC(=O)O)C(=O)O)cc1. The pKi is 7.1. (3) The pKi is 5.7. The compound is CC[C@@]12CCN(CCc3ccccc3)C[C@@H]1Oc1ccc(O)cc12. The target protein (P33534) has sequence MESPIQIFRGDPGPTCSPSACLLPNSSSWFPNWAESDSNGSVGSEDQQLESAHISPAIPVIITAVYSVVFVVGLVGNSLVMFVIIRYTKMKTATNIYIFNLALADALVTTTMPFQSAVYLMNSWPFGDVLCKIVISIDYYNMFTSIFTLTMMSVDRYIAVCHPVKALDFRTPLKAKIINICIWLLASSVGISAIVLGGTKVREDVDVIECSLQFPDDEYSWWDLFMKICVFVFAFVIPVLIIIVCYTLMILRLKSVRLLSGSREKDRNLRRITKLVLVVVAVFIICWTPIHIFILVEALGSTSHSTAALSSYYFCIALGYTNSSLNPVLYAFLDENFKRCFRDFCFPIKMRMERQSTNRVRNTVQDPASMRDVGGMNKPV. (4) The drug is CNCCC(Oc1ccc(C(F)(F)F)cc1)c1ccccc1. The target is MLLARMKPQVQPELGGADQ. The pKi is 6.1. (5) The small molecule is CC(C)C[C@H](NC(=O)CNC(=O)[C@H](CCC(N)=O)NC(=O)[C@H](CC(C)C)NC(=O)[C@H](CC(C)C)NC(=O)[C@H](CCCN=C(N)N)NC(=O)[C@H](CCC(N)=O)NC(=O)[C@H](CC(C)C)NC(=O)[C@H](CCCN=C(N)N)NC(=O)[C@H](C)NC(=O)[C@H](CO)NC(=O)[C@H](CC(=O)O)NC(=O)[C@H](CCC(N)=O)NC(=O)[C@H](CC(C)C)NC(=O)[C@H](CCCN=C(N)N)NC(=O)[C@H](CO)NC(=O)[C@H](CC(C)C)NC(=O)[C@H](CCC(=O)O)NC(=O)[C@H](CO)NC(=O)[C@@H](NC(=O)[C@H](Cc1ccccc1)NC(=O)[C@@H](NC(=O)CNC(=O)[C@H](CC(=O)O)NC(=O)[C@H](CO)NC(=O)[C@@H](N)Cc1cnc[nH]1)[C@@H](C)O)[C@@H](C)O)C(=O)N[C@H](C(N)=O)C(C)C. The target protein (P47872) has sequence MRPHLSPPLQQLLLPVLLACAAHSTGALPRLCDVLQVLWEEQDQCLQELSREQTGDLGTEQPVPGCEGMWDNISCWPSSVPGRMVEVECPRFLRMLTSRNGSLFRNCTQDGWSETFPRPNLACGVNVNDSSNEKRHSYLLKLKVMYTVGYSSSLVMLLVALGILCAFRRLHCTRNYIHMHLFVSFILRALSNFIKDAVLFSSDDVTYCDAHRAGCKLVMVLFQYCIMANYSWLLVEGLYLHTLLAISFFSERKYLQGFVAFGWGSPAIFVALWAIARHFLEDVGCWDINANASIWWIIRGPVILSILINFILFINILRILMRKLRTQETRGNEVSHYKRLARSTLLLIPLFGIHYIVFAFSPEDAMEIQLFFELALGSFQGLVVAVLYCFLNGEVQLEVQKKWQQWHLREFPLHPVASFSNSTKASHLEQSQGTCRTSII. The pKi is 8.4. (6) The compound is CCC(CC)C(=O)N[C@H]1C(=NOC(=O)Nc2ccccc2)O[C@H](CO)[C@@H](O)[C@@H]1O. The target protein (Q9HZK0) has sequence MQGSLMLDIGGTWLTAEDRQILRHPEVGGLIIFARNIEHPAQVRELCAAIRAIRPDLLLAVDQEGGRVQRLRQGFVRLPAMRAIADNPNAEELAEHCGWLMATEVQAVGLDLSFAPVLDLDHQRSAVVGSRAFEGDPERAALLAGAFIRGMHAAGMAATGKHFPGHGWAEADSHVAIPEDARSLEEIRRSDLVPFARLAGQLDALMPAHVIYPQVDPQPAGFSRRWLQEILRGELKFDGVIFSDDLSMAGAHVVGDAASRIEAALAAGCDMGLVCNDRASAELALAALQRLKVTPPSRLQRMRGKGYANTDYRQQPRWLEALSALRAAQLID. The pKi is 5.5. (7) The drug is N/C(=N/C(=N\S(=O)(=O)c1ccc(Cl)cc1)N1CC(c2ccccc2)C(c2ccc(Cl)cc2)=N1)SCCc1ccccc1. The target protein (P47936) has sequence MEGCRETEVTNGSNGGLEFNPMKEYMILSSGQQIAVAVLCTLMGLLSALENMAVLYIILSSRRLRRKPSYLFISSLAGADFLASVIFACNFVIFHVFHGVDSNAIFLLKIGSVTMTFTASVGSLLLTAVDRYLCLCYPPTYKALVTRGRALVALCVMWVLSALISYLPLMGWTCCPSPCSELFPLIPNDYLLGWLLFIAILFSGIIYTYGYVLWKAHRHVATLAEHQDRQVPGIARMRLDVRLAKTLGLVLAVLLICWFPALALMGHSLVTTLSDQVKEAFAFCSMLCLVNSMVNPIIYALRSGEIRSAAQHCLIGWKKYLQGLGPEGKEEGPRSSVTETEADVKTT. The pKi is 6.0. (8) The small molecule is C[C@@H](c1ccc(-c2ccccc2)cc1)[C@@H](CS)C(=O)N[C@@H](Cc1c[nH]c2ccccc12)C(=O)O. The target protein (P47820) has sequence MGAASGQRGRWPLSPPLLMLSLLLLLLLPPSPAPALDPGLQPGNFSADEAGAQLFADSYNSSAEVVMFQSTAASWAHDTNITEENARLQEEAALINQEFAEVWGKKAKELYESIWQNFTDQKLRRIIGSVQTLGPANLPLTQRLQYNSLLSNMSRIYSTGKVCFPNKTATCWSLDPELTNILASSRNYAKVLFAWEGWHDAVGIPLRPLYQDFTALSNEAYRQDGFSDTGAYWRSWYESPSFEESLEHLYHQVEPLYLNLHAFVRRALHRRYGDKYINLRGPIPAHLLGDMWAQSWENIYDMVVPFPDKPNLDVTSTMVQKGWNATHMFRVAEEFFTSLGLSPMPPEFWAESMLEKPADGREVVCHASAWDFYNRKDFRIKQCTRVTMDQLSTVHHEMGHVQYYLQYKDLHVSLRRGANPGFHEAIGDVLALSVSTPAHLHKIGLLDRVANDIESDINYLLKMALEKIAFLPFGYLVDQWRWGVFSGRTPPSRYNYDWWY.... The pKi is 6.9. (9) The drug is O=C1Nc2ccccc2/C1=C/c1ccc([N+](=O)[O-])cc1. The target protein (P10636) has sequence MAEPRQEFEVMEDHAGTYGLGDRKDQGGYTMHQDQEGDTDAGLKESPLQTPTEDGSEEPGSETSDAKSTPTAEDVTAPLVDEGAPGKQAAAQPHTEIPEGTTAEEAGIGDTPSLEDEAAGHVTQEPESGKVVQEGFLREPGPPGLSHQLMSGMPGAPLLPEGPREATRQPSGTGPEDTEGGRHAPELLKHQLLGDLHQEGPPLKGAGGKERPGSKEEVDEDRDVDESSPQDSPPSKASPAQDGRPPQTAAREATSIPGFPAEGAIPLPVDFLSKVSTEIPASEPDGPSVGRAKGQDAPLEFTFHVEITPNVQKEQAHSEEHLGRAAFPGAPGEGPEARGPSLGEDTKEADLPEPSEKQPAAAPRGKPVSRVPQLKARMVSKSKDGTGSDDKKAKTSTRSSAKTLKNRPCLSPKHPTPGSSDPLIQPSSPAVCPEPPSSPKYVSSVTSRTGSSGAKEMKLKGADGKTKIATPRGAAPPGQKGQANATRIPAKTPPAPKTPP.... The pKi is 6.4.